This data is from Forward reaction prediction with 1.9M reactions from USPTO patents (1976-2016). The task is: Predict the product of the given reaction. Given the reactants [CH3:1][N:2]1[C:6]2[S:7][CH:8]=[CH:9][C:5]=2[C:4]([CH3:10])=[N:3]1.C([Li])CCC.[CH2:16]([Sn:20]([CH2:26][CH2:27][CH2:28][CH3:29])([CH2:22][CH2:23][CH2:24][CH3:25])Cl)[CH2:17][CH2:18][CH3:19], predict the reaction product. The product is: [CH3:1][N:2]1[C:6]2[S:7][C:8]([Sn:20]([CH2:22][CH2:23][CH2:24][CH3:25])([CH2:26][CH2:27][CH2:28][CH3:29])[CH2:16][CH2:17][CH2:18][CH3:19])=[CH:9][C:5]=2[C:4]([CH3:10])=[N:3]1.